From a dataset of Peptide-MHC class I binding affinity with 185,985 pairs from IEDB/IMGT. Regression. Given a peptide amino acid sequence and an MHC pseudo amino acid sequence, predict their binding affinity value. This is MHC class I binding data. The peptide sequence is SEYKAAGYL. The MHC is HLA-B07:02 with pseudo-sequence HLA-B07:02. The binding affinity (normalized) is 0.0847.